From a dataset of Reaction yield outcomes from USPTO patents with 853,638 reactions. Predict the reaction yield, written as a fraction of the theoretical maximum amount of product (1.0 means a 100% yield; for example, 0.34 means a 34% yield). (1) The catalyst is C(OCC)(=O)C.C(#N)C.O. The yield is 0.930. The reactants are C1([C@@H](N)C)C=CC=CC=1.[CH3:10][C@:11]([C:21]1[CH:26]=[CH:25][CH:24]=[CH:23][CH:22]=1)([CH2:15][CH2:16][C:17]([CH3:20])([CH3:19])[CH3:18])[C:12]([OH:14])=O.Cl.CN(C)C=O.C(Cl)(=O)C(Cl)=O.[C:39]([O:47][CH2:48][CH3:49])(=[O:46])[CH2:40][C:41]([O:43][CH2:44][CH3:45])=[O:42].[Mg+2].[Cl-].[Cl-].C(N(CC)CC)C. The product is [CH3:10][C@:11]([C:21]1[CH:26]=[CH:25][CH:24]=[CH:23][CH:22]=1)([CH2:15][CH2:16][C:17]([CH3:20])([CH3:19])[CH3:18])[C:12]([CH:40]([C:41]([O:43][CH2:44][CH3:45])=[O:42])[C:39]([O:47][CH2:48][CH3:49])=[O:46])=[O:14]. (2) The yield is 0.840. The product is [CH3:1][C@H:2]([NH:7][C:8]([C:10]1[C:18]2[C:13](=[N:14][CH:15]=[C:16]([C:19]3[S:20][C:21]([C:24]([OH:36])=[O:25])=[CH:22][CH:23]=3)[N:17]=2)[N:12]([CH2:26][O:27][CH2:28][CH2:29][Si:30]([CH3:33])([CH3:31])[CH3:32])[CH:11]=1)=[O:9])[C:3]([CH3:6])([CH3:5])[CH3:4]. The catalyst is O1CCOCC1.O. The reactants are [CH3:1][C@H:2]([NH:7][C:8]([C:10]1[C:18]2[C:13](=[N:14][CH:15]=[C:16]([C:19]3[S:20][C:21]([CH:24]=[O:25])=[CH:22][CH:23]=3)[N:17]=2)[N:12]([CH2:26][O:27][CH2:28][CH2:29][Si:30]([CH3:33])([CH3:32])[CH3:31])[CH:11]=1)=[O:9])[C:3]([CH3:6])([CH3:5])[CH3:4].S(=O)(=O)([OH:36])N.Cl([O-])=O.[Na+].OP([O-])(O)=O.[K+]. (3) The reactants are F[P-](F)(F)(F)(F)F.C[N:9](C)/[CH:10]=[C:11](\[N:16]1[C:20]([C:21]2[CH:22]=[N:23][CH:24]=[CH:25][CH:26]=2)=[CH:19][C:18]([C:27]([F:30])([F:29])[F:28])=[N:17]1)/[CH2:12][N:13]([CH3:15])C.[H-].[Na+].C(=O)(O)O.[NH2:38]C(N)=N.O. The catalyst is C(O)C. The product is [N:23]1[CH:24]=[CH:25][CH:26]=[C:21]([C:20]2[N:16]([C:11]3[CH:10]=[N:9][C:15]([NH2:38])=[N:13][CH:12]=3)[N:17]=[C:18]([C:27]([F:30])([F:28])[F:29])[CH:19]=2)[CH:22]=1. The yield is 0.600. (4) The reactants are N(C(OC(C)C)=O)=NC(OC(C)C)=O.C1(P(C2C=CC=CC=2)C2C=CC=CC=2)C=CC=CC=1.[F:34][C:35]1[CH:40]=[CH:39][C:38]([CH:41](O)[C:42]2[C:46]([CH2:47][NH:48][S:49]([C:52]3[CH:57]=[CH:56][C:55]([C:58]([F:61])([F:60])[F:59])=[CH:54][CH:53]=3)(=[O:51])=[O:50])=[CH:45][N:44]([CH2:62][O:63][CH3:64])[N:43]=2)=[CH:37][CH:36]=1. The catalyst is C1COCC1. The product is [F:34][C:35]1[CH:40]=[CH:39][C:38]([CH:41]2[C:42]3=[N:43][N:44]([CH2:62][O:63][CH3:64])[CH:45]=[C:46]3[CH2:47][N:48]2[S:49]([C:52]2[CH:57]=[CH:56][C:55]([C:58]([F:61])([F:60])[F:59])=[CH:54][CH:53]=2)(=[O:51])=[O:50])=[CH:37][CH:36]=1. The yield is 0.710.